Dataset: Full USPTO retrosynthesis dataset with 1.9M reactions from patents (1976-2016). Task: Predict the reactants needed to synthesize the given product. Given the product [OH:38][CH:2]([CH2:3][OH:34])[CH2:1][C:4]1([S:7]([NH:10][C:11]2[C:19]([NH:20][C:21]3[CH:26]=[CH:25][C:24]([I:27])=[CH:23][C:22]=3[F:28])=[C:18]([F:29])[C:14]3[N:15]=[CH:16][O:17][C:13]=3[CH:12]=2)(=[O:9])=[O:8])[CH2:6][CH2:5]1, predict the reactants needed to synthesize it. The reactants are: [CH2:1]([C:4]1([S:7]([NH:10][C:11]2[C:19]([NH:20][C:21]3[CH:26]=[CH:25][C:24]([I:27])=[CH:23][C:22]=3[F:28])=[C:18]([F:29])[C:14]3[N:15]=[CH:16][O:17][C:13]=3[CH:12]=2)(=[O:9])=[O:8])[CH2:6][CH2:5]1)[CH:2]=[CH2:3].C[N+]1([O-])CC[O:34]CC1.[OH2:38].